From a dataset of Forward reaction prediction with 1.9M reactions from USPTO patents (1976-2016). Predict the product of the given reaction. Given the reactants [CH3:1][O:2][C:3](=[O:29])[CH2:4][C:5]1[CH:10]=[CH:9][C:8]([O:11][CH2:12][C:13]2[CH:14]=[C:15]([C:19]3[CH:24]=[CH:23][C:22]([C:25]([F:28])([F:27])[F:26])=[CH:21][CH:20]=3)[CH:16]=[CH:17][CH:18]=2)=[CH:7][CH:6]=1.[Li+].CC([N-]C(C)C)C.Br[CH2:39][C:40]([O:42][C:43]([CH3:46])([CH3:45])[CH3:44])=[O:41], predict the reaction product. The product is: [CH3:1][O:2][C:3](=[O:29])[CH:4]([C:5]1[CH:6]=[CH:7][C:8]([O:11][CH2:12][C:13]2[CH:14]=[C:15]([C:19]3[CH:24]=[CH:23][C:22]([C:25]([F:26])([F:28])[F:27])=[CH:21][CH:20]=3)[CH:16]=[CH:17][CH:18]=2)=[CH:9][CH:10]=1)[CH2:39][C:40]([O:42][C:43]([CH3:46])([CH3:45])[CH3:44])=[O:41].